Predict the reactants needed to synthesize the given product. From a dataset of Full USPTO retrosynthesis dataset with 1.9M reactions from patents (1976-2016). (1) Given the product [CH3:1][S:2]([N:5]1[CH2:6][CH:7]=[C:8]([C:11]2[CH:12]=[C:13]3[CH2:19][C@@:18]([CH3:26])([CH:20]4[CH2:25][CH2:24][N:23]([C:28]5[C:33]([F:34])=[CH:32][C:31]([C:35]([F:38])([F:36])[F:37])=[CH:30][N:29]=5)[CH2:22][CH2:21]4)[O:17][C:14]3=[CH:15][N:16]=2)[CH2:9][CH2:10]1)(=[O:3])=[O:4], predict the reactants needed to synthesize it. The reactants are: [CH3:1][S:2]([N:5]1[CH2:10][CH:9]=[C:8]([C:11]2[CH:12]=[C:13]3[CH2:19][C@@:18]([CH3:26])([CH:20]4[CH2:25][CH2:24][NH:23][CH2:22][CH2:21]4)[O:17][C:14]3=[CH:15][N:16]=2)[CH2:7][CH2:6]1)(=[O:4])=[O:3].Br[C:28]1[C:33]([F:34])=[CH:32][C:31]([C:35]([F:38])([F:37])[F:36])=[CH:30][N:29]=1.C(=O)([O-])[O-].[K+].[K+]. (2) Given the product [CH3:8][C:9]([N:11]([OH:46])[CH2:12][CH2:13][CH2:14][CH2:15][CH2:16][NH:17][C:18]([CH2:20][CH2:21][C:22]([N:24]([OH:45])[CH2:25][CH2:26][CH2:27][CH2:28][CH2:29][NH:30][C:31]([CH2:33][CH2:34][C:35]([N:37]([OH:44])[CH2:38][CH2:39][CH2:40][CH2:41][CH2:42][NH2:43])=[O:36])=[O:32])=[O:23])=[O:19])=[O:10], predict the reactants needed to synthesize it. The reactants are: C1(=O)NC(=O)C=C1.[CH3:8][C:9]([N:11]([OH:46])[CH2:12][CH2:13][CH2:14][CH2:15][CH2:16][NH:17][C:18]([CH2:20][CH2:21][C:22]([N:24]([OH:45])[CH2:25][CH2:26][CH2:27][CH2:28][CH2:29][NH:30][C:31]([CH2:33][CH2:34][C:35]([N:37]([OH:44])[CH2:38][CH2:39][CH2:40][CH2:41][CH2:42][NH2:43])=[O:36])=[O:32])=[O:23])=[O:19])=[O:10].CS(O)(=O)=O.C1C(CN2C(=O)C=CC2=O)CCC(C(ON2C(=O)CCC2=O)=O)C1. (3) Given the product [C:31]([O:11][C:9](=[O:10])[CH2:8][CH2:7][NH:6][C:16](=[O:17])[C:15]([Br:14])([CH3:20])[CH3:19])([CH3:30])([CH3:32])[CH3:21], predict the reactants needed to synthesize it. The reactants are: Cl.C([NH:6][CH2:7][CH2:8][C:9]([OH:11])=[O:10])(C)(C)C.[OH-].[Na+].[Br:14][C:15]([CH3:20])([CH3:19])[C:16](Br)=[O:17].[C:21](OCC)(=O)C.CCC[CH2:30][CH2:31][CH3:32]. (4) Given the product [Cl:16][C:17]1[C:18]([F:48])=[C:19]([NH:23][C:24]2[C:33]3[C:28](=[CH:29][C:30]([O:46][CH3:47])=[C:31]([CH2:34][N:35]([CH3:45])[C:36]4([C:42]([NH2:44])=[O:43])[CH2:41][CH2:40][N:39]([CH2:13][CH:10]5[CH2:12][CH2:11]5)[CH2:38][CH2:37]4)[CH:32]=3)[N:27]=[CH:26][N:25]=2)[CH:20]=[CH:21][CH:22]=1, predict the reactants needed to synthesize it. The reactants are: CCN(C(C)C)C(C)C.[CH:10]1([CH2:13]Br)[CH2:12][CH2:11]1.Cl.[Cl:16][C:17]1[C:18]([F:48])=[C:19]([NH:23][C:24]2[C:33]3[C:28](=[CH:29][C:30]([O:46][CH3:47])=[C:31]([CH2:34][N:35]([CH3:45])[C:36]4([C:42]([NH2:44])=[O:43])[CH2:41][CH2:40][NH:39][CH2:38][CH2:37]4)[CH:32]=3)[N:27]=[CH:26][N:25]=2)[CH:20]=[CH:21][CH:22]=1. (5) The reactants are: [NH2:1][C:2]([CH2:8][CH3:9])([CH2:6][CH3:7])[C:3]([OH:5])=[O:4].[ClH:10].[CH3:11]O. Given the product [ClH:10].[NH2:1][C:2]([CH2:8][CH3:9])([CH2:6][CH3:7])[C:3]([O:5][CH3:11])=[O:4], predict the reactants needed to synthesize it. (6) Given the product [Cl:1][C:2]1[CH:3]=[CH:4][C:5]([C:24]([NH2:30])=[O:26])=[C:6]2[C:10]=1[N:9]=[C:8]1[N:11]([C:15]3[C:16]([Cl:23])=[CH:17][C:18]([Cl:22])=[CH:19][C:20]=3[Cl:21])[CH2:12][CH2:13][CH2:14][N:7]21, predict the reactants needed to synthesize it. The reactants are: [Cl:1][C:2]1[CH:3]=[CH:4][C:5]([C:24]([O:26]C)=O)=[C:6]2[C:10]=1[N:9]=[C:8]1[N:11]([C:15]3[C:20]([Cl:21])=[CH:19][C:18]([Cl:22])=[CH:17][C:16]=3[Cl:23])[CH2:12][CH2:13][CH2:14][N:7]21.C([NH2:30])=O.C[O-].[Na+]. (7) Given the product [O:18]=[C:5]1[C:4]2[C:9](=[CH:10][CH:11]=[C:2]([C:25]3[CH:26]=[C:21]([CH:22]=[CH:23][CH:24]=3)[C:19]#[N:20])[CH:3]=2)[O:8][CH:7]([C:12]2[CH:17]=[CH:16][CH:15]=[CH:14][N:13]=2)[CH2:6]1, predict the reactants needed to synthesize it. The reactants are: Br[C:2]1[CH:3]=[C:4]2[C:9](=[CH:10][CH:11]=1)[O:8][CH:7]([C:12]1[CH:17]=[CH:16][CH:15]=[CH:14][N:13]=1)[CH2:6][C:5]2=[O:18].[C:19]([C:21]1[CH:22]=[C:23](B(O)O)[CH:24]=[CH:25][CH:26]=1)#[N:20]. (8) Given the product [CH2:20]([O:22][C:23](=[O:26])[CH2:24][NH:25][C:14]([C:11]1[CH:12]=[CH:13][C:8]([C:5]2[CH:4]=[CH:3][C:2]([Cl:1])=[CH:7][CH:6]=2)=[CH:9][C:10]=1[O:17][CH3:18])=[O:16])[CH3:21], predict the reactants needed to synthesize it. The reactants are: [Cl:1][C:2]1[CH:7]=[CH:6][C:5]([C:8]2[CH:13]=[CH:12][C:11]([C:14]([OH:16])=O)=[C:10]([O:17][CH3:18])[CH:9]=2)=[CH:4][CH:3]=1.Cl.[CH2:20]([O:22][C:23](=[O:26])[CH2:24][NH2:25])[CH3:21].CN(C)CCCN=C=NCC.ON1C2C=CC=CC=2N=N1.C(N(C(C)C)CC)(C)C.